Dataset: Forward reaction prediction with 1.9M reactions from USPTO patents (1976-2016). Task: Predict the product of the given reaction. (1) The product is: [F:29][C:30]1[CH:31]=[C:32]([CH:35]=[CH:36][CH:37]=1)[CH2:33][O:25][C:20]1[CH:21]=[CH:22][CH:23]=[CH:24][C:19]=1[CH2:18][C:17]1[C:13]([O:12][C@@H:1]2[O:9][C@H:8]([CH2:10][OH:11])[C@@H:6]([OH:7])[C@H:4]([OH:5])[C@H:2]2[OH:3])=[N:14][NH:15][C:16]=1[CH:26]([CH3:28])[CH3:27]. Given the reactants [C@@H:1]1([O:12][C:13]2[C:17]([CH2:18][C:19]3[CH:24]=[CH:23][CH:22]=[CH:21][C:20]=3[OH:25])=[C:16]([CH:26]([CH3:28])[CH3:27])[NH:15][N:14]=2)[O:9][C@H:8]([CH2:10][OH:11])[C@@H:6]([OH:7])[C@H:4]([OH:5])[C@H:2]1[OH:3].[F:29][C:30]1[CH:31]=[C:32]([CH:35]=[CH:36][CH:37]=1)[CH2:33]Br, predict the reaction product. (2) Given the reactants [Br:1][C:2]1[C:6]2[N:7]=[C:8]([C:12]3[CH:17]=[CH:16][N:15]=[CH:14][CH:13]=3)[N:9]=[C:10](O)[C:5]=2[S:4][CH:3]=1.C(N(CC)CC)C.C(C1C=C(C(C)C)C=C(C(C)C)C=1S(Cl)(=O)=O)(C)C.[C:44]([O:48][C:49](=[O:61])[NH:50][C@H:51]([CH2:59][NH2:60])[CH2:52][C:53]1[CH:58]=[CH:57][CH:56]=[CH:55][CH:54]=1)([CH3:47])([CH3:46])[CH3:45], predict the reaction product. The product is: [C:44]([O:48][C:49](=[O:61])[NH:50][CH:51]([CH2:52][C:53]1[CH:58]=[CH:57][CH:56]=[CH:55][CH:54]=1)[CH2:59][NH:60][C:10]1[C:5]2[S:4][CH:3]=[C:2]([Br:1])[C:6]=2[N:7]=[C:8]([C:12]2[CH:17]=[CH:16][N:15]=[CH:14][CH:13]=2)[N:9]=1)([CH3:47])([CH3:45])[CH3:46]. (3) Given the reactants CON(C)[C:4]([C:6]1([C:9]([F:12])([F:11])[F:10])[CH2:8][CH2:7]1)=[O:5].[H-].[Al+3].[Li+].[H-].[H-].[H-], predict the reaction product. The product is: [F:10][C:9]([F:12])([F:11])[C:6]1([CH:4]=[O:5])[CH2:8][CH2:7]1. (4) Given the reactants [C:1]([O:5][C:6](=[O:18])[NH:7][C:8]1([C:16]#[CH:17])[CH2:13][O:12][C:11]([CH3:15])([CH3:14])[O:10][CH2:9]1)([CH3:4])([CH3:3])[CH3:2].C#CCCCCCC.I[C:28]1[CH:45]=[CH:44][C:31]([O:32][CH2:33][CH2:34][C:35]2[CH:36]3[CH2:41][CH:38]([CH2:39][CH:40]=2)[C:37]3([CH3:43])[CH3:42])=[CH:30][CH:29]=1.IC1C=C2C(=CC=1)CN(C(C1C=CC=CC=1)(C1C=CC=CC=1)C1C=CC=CC=1)C2, predict the reaction product. The product is: [C:1]([O:5][C:6](=[O:18])[NH:7][C:8]1([C:16]#[C:17][C:28]2[CH:29]=[CH:30][C:31]([O:32][CH2:33][CH2:34][C:35]3[CH:36]4[CH2:41][CH:38]([CH2:39][CH:40]=3)[C:37]4([CH3:43])[CH3:42])=[CH:44][CH:45]=2)[CH2:13][O:12][C:11]([CH3:15])([CH3:14])[O:10][CH2:9]1)([CH3:4])([CH3:3])[CH3:2]. (5) Given the reactants [C:1]1([C:7]2([C:12](OC)=[O:13])[CH2:11][CH:10]=[CH:9][CH2:8]2)[CH:6]=[CH:5][CH:4]=[CH:3][CH:2]=1.[H-].[Al+3].[Li+].[H-].[H-].[H-], predict the reaction product. The product is: [C:1]1([C:7]2([CH2:12][OH:13])[CH2:11][CH:10]=[CH:9][CH2:8]2)[CH:6]=[CH:5][CH:4]=[CH:3][CH:2]=1.